From a dataset of Reaction yield outcomes from USPTO patents with 853,638 reactions. Predict the reaction yield, written as a fraction of the theoretical maximum amount of product (1.0 means a 100% yield; for example, 0.34 means a 34% yield). (1) The reactants are [Br:1][C:2]1[NH:3][C:4]2[C:9]([C:10]=1[CH:11]1[CH2:16][CH2:15][CH2:14][CH2:13][CH2:12]1)=[CH:8][CH:7]=[C:6]([C:17]([O:19][CH3:20])=[O:18])[CH:5]=2.[H-].[Na+].[CH3:23][O:24][CH:25]([O:28][CH3:29])[CH2:26]Br. The catalyst is CN(C=O)C. The product is [Br:1][C:2]1[N:3]([CH2:26][CH:25]([O:28][CH3:29])[O:24][CH3:23])[C:4]2[C:9]([C:10]=1[CH:11]1[CH2:16][CH2:15][CH2:14][CH2:13][CH2:12]1)=[CH:8][CH:7]=[C:6]([C:17]([O:19][CH3:20])=[O:18])[CH:5]=2. The yield is 0.790. (2) The reactants are C(=O)([O-])O[CH2:3][CH:4]=[CH:5][C:6]1[CH:11]=[CH:10][CH:9]=[CH:8][CH:7]=1.[F:14][C:15]1[CH:21]=[CH:20][C:18]([NH2:19])=[CH:17][CH:16]=1. No catalyst specified. The product is [C:4]([CH:5]([C:6]1[CH:11]=[CH:10][CH:9]=[CH:8][CH:7]=1)[NH:19][C:18]1[CH:20]=[CH:21][C:15]([F:14])=[CH:16][CH:17]=1)#[CH:3]. The yield is 0.960. (3) The reactants are [N:1]1[CH:2]=[CH:3][N:4]2[CH:9]=[CH:8][CH:7]=[C:6]([C:10](OC)=[O:11])[C:5]=12.[H-].[H-].[H-].[H-].[Li+].[Al+3].CCOCC. The catalyst is C1COCC1.C(OCC)(=O)C. The product is [N:1]1[CH:2]=[CH:3][N:4]2[CH:9]=[CH:8][CH:7]=[C:6]([CH2:10][OH:11])[C:5]=12. The yield is 0.400. (4) The reactants are Cl[C:2]1[C:3](=[O:19])[N:4]([CH2:15][CH2:16][O:17][CH3:18])[S:5](=[O:14])(=[O:13])[C:6]=1[C:7]1[CH:12]=[CH:11][CH:10]=[CH:9][CH:8]=1.[NH2:20][C:21]1[CH:22]=[CH:23][C:24]2[O:28][C:27]([C:29](=[O:31])[CH3:30])=[CH:26][C:25]=2[CH:32]=1. The catalyst is CN(C=O)C. The product is [C:29]([C:27]1[O:28][C:24]2[CH:23]=[CH:22][C:21]([NH:20][C:2]3[C:3](=[O:19])[N:4]([CH2:15][CH2:16][O:17][CH3:18])[S:5](=[O:14])(=[O:13])[C:6]=3[C:7]3[CH:12]=[CH:11][CH:10]=[CH:9][CH:8]=3)=[CH:32][C:25]=2[CH:26]=1)(=[O:31])[CH3:30]. The yield is 0.340. (5) The reactants are [CH2:1]([C:5]1([CH3:37])[C:14]2[C:9](=[CH:10][CH:11]=[CH:12][CH:13]=2)[C:8]([OH:15])=[C:7]([C:16]2[NH:21][C:20]3[CH:22]=[CH:23][C:24]([NH:26]C(=O)OC(C)(C)C)=[CH:25][C:19]=3[S:18](=[O:35])(=[O:34])[N:17]=2)[C:6]1=[O:36])[CH2:2][CH2:3][CH3:4].[ClH:38]. The catalyst is O1CCOCC1. The product is [ClH:38].[NH2:26][C:24]1[CH:23]=[CH:22][C:20]2[NH:21][C:16]([C:7]3[C:6](=[O:36])[C:5]([CH2:1][CH2:2][CH2:3][CH3:4])([CH3:37])[C:14]4[C:9]([C:8]=3[OH:15])=[CH:10][CH:11]=[CH:12][CH:13]=4)=[N:17][S:18](=[O:35])(=[O:34])[C:19]=2[CH:25]=1. The yield is 0.900.